Predict the reactants needed to synthesize the given product. From a dataset of Full USPTO retrosynthesis dataset with 1.9M reactions from patents (1976-2016). (1) Given the product [C:17]([C:14]1[C:15]([Cl:16])=[C:11]([C:9]2[NH:8][C:7]3[C:2]([Cl:1])=[CH:3][C:4]([C:25]4[C:30]([F:31])=[CH:29][CH:28]=[CH:27][C:26]=4[F:32])=[CH:5][C:6]=3[N:22]=2)[N:12]([CH3:21])[N:13]=1)([CH3:20])([CH3:19])[CH3:18], predict the reactants needed to synthesize it. The reactants are: [Cl:1][C:2]1[CH:3]=[C:4]([C:25]2[C:30]([F:31])=[CH:29][CH:28]=[CH:27][C:26]=2[F:32])[CH:5]=[C:6]([N+:22]([O-])=O)[C:7]=1[NH:8][C:9]([C:11]1[N:12]([CH3:21])[N:13]=[C:14]([C:17]([CH3:20])([CH3:19])[CH3:18])[C:15]=1[Cl:16])=O. (2) Given the product [CH3:25][C:19]1([CH2:2][C:1]([OH:8])=[O:7])[C:18]([N+:15]([O-:17])=[O:16])=[CH:23][CH:22]=[CH:21][CH2:20]1, predict the reactants needed to synthesize it. The reactants are: [C:1]([O:8]CC)(=[O:7])[C:2](OCC)=O.[O-]CC.[K+].[N+:15]([C:18]1[CH:23]=[CH:22][CH:21]=[C:20](C)[C:19]=1[CH3:25])([O-:17])=[O:16]. (3) Given the product [Cl:1][C:2]1[CH:3]=[CH:4][C:5]2[NH:8][C:16](=[O:17])[C:18]3[O:19][CH:20]=[CH:21][C:22]=3[C:6]=2[CH:7]=1, predict the reactants needed to synthesize it. The reactants are: [Cl:1][C:2]1[CH:7]=[CH:6][C:5]([N:8]([C:16]([C:18]2[O:19][CH:20]=[CH:21][CH:22]=2)=[O:17])C(=O)OC(C)(C)C)=[C:4](I)[CH:3]=1.C1(P(C2CCCCC2)C2CCCCC2)CCCCC1.C([O-])([O-])=O.[K+].[K+]. (4) Given the product [CH2:1]([NH:8][C:9](=[O:15])[C@H:10]([NH:14][C:16](=[O:18])[CH3:17])[CH2:11][O:12][CH3:13])[C:2]1[CH:7]=[CH:6][CH:5]=[CH:4][CH:3]=1, predict the reactants needed to synthesize it. The reactants are: [CH2:1]([NH:8][C:9](=[O:15])[CH:10]([NH2:14])[CH2:11][O:12][CH3:13])[C:2]1[CH:7]=[CH:6][CH:5]=[CH:4][CH:3]=1.[C:16](OC(C)C)(=[O:18])[CH3:17].C(=O)([O-])[O-].[Na+].[Na+].CC(C(O)C(C)C)C. (5) Given the product [Cl:47][C:48]1[CH:53]=[CH:52][C:51](/[CH:54]=[CH:55]/[C:56]([N:58]2[CH2:63][CH2:62][CH:61]([O:44][C:41]3[CH:40]=[CH:39][C:38]([C:37]([F:36])([F:45])[F:46])=[CH:43][N:42]=3)[CH2:60][CH2:59]2)=[O:57])=[C:50]([CH2:65][N:66]2[N:70]=[N:69][C:68]([CH3:71])=[N:67]2)[CH:49]=1, predict the reactants needed to synthesize it. The reactants are: C1(P(C2C=CC=CC=2)C2C=CC=CC=2)C=CC=CC=1.N(C(OC(C)(C)C)=O)=NC(OC(C)(C)C)=O.[F:36][C:37]([F:46])([F:45])[C:38]1[CH:39]=[CH:40][C:41]([OH:44])=[N:42][CH:43]=1.[Cl:47][C:48]1[CH:53]=[CH:52][C:51](/[CH:54]=[CH:55]/[C:56]([N:58]2[CH2:63][CH2:62][CH:61](O)[CH2:60][CH2:59]2)=[O:57])=[C:50]([CH2:65][N:66]2[N:70]=[N:69][C:68]([CH3:71])=[N:67]2)[CH:49]=1. (6) Given the product [CH3:1][O:2][C:3](=[O:20])[C@@H:4]([O:17][CH2:18][CH3:19])[CH2:5][C:6]1[CH:11]=[CH:10][C:9]([O:12][CH2:22][C:23]2[N:24]=[C:25]([C:29]3[CH:34]=[CH:33][CH:32]=[CH:31][CH:30]=3)[O:26][C:27]=2[CH3:28])=[CH:8][C:7]=1[C:13]([F:16])([F:14])[F:15], predict the reactants needed to synthesize it. The reactants are: [CH3:1][O:2][C:3](=[O:20])[C@@H:4]([O:17][CH2:18][CH3:19])[CH2:5][C:6]1[CH:11]=[CH:10][C:9]([OH:12])=[CH:8][C:7]=1[C:13]([F:16])([F:15])[F:14].Cl[CH2:22][C:23]1[N:24]=[C:25]([C:29]2[CH:34]=[CH:33][CH:32]=[CH:31][CH:30]=2)[O:26][C:27]=1[CH3:28].C(=O)([O-])[O-].[Cs+].[Cs+].[I-].[K+].